From a dataset of Forward reaction prediction with 1.9M reactions from USPTO patents (1976-2016). Predict the product of the given reaction. (1) Given the reactants [C:1]([C:5]1[CH:31]=[C:8]2[N:9]=[C:10]([CH3:30])[C:11]([CH:22](CCC)[C:23]([O:25]C)=[O:24])=[C:12]([C:13]3[CH:18]=[CH:17][C:16]([CH3:19])=[CH:15][C:14]=3[O:20][CH3:21])[N:7]2[N:6]=1)([CH3:4])([CH3:3])[CH3:2].[OH-].[Na+].Cl, predict the reaction product. The product is: [C:1]([C:5]1[CH:31]=[C:8]2[N:9]=[C:10]([CH3:30])[C:11]([CH2:22][C:23]([OH:25])=[O:24])=[C:12]([C:13]3[CH:18]=[CH:17][C:16]([CH3:19])=[CH:15][C:14]=3[O:20][CH3:21])[N:7]2[N:6]=1)([CH3:4])([CH3:3])[CH3:2]. (2) Given the reactants [NH2:1][C:2]1[N:7]=[C:6]([NH2:8])[C:5]([C:9]#[N:10])=[C:4]([NH:11][C@H:12]([C:14]2[N:23]([CH2:24][CH2:25][CH2:26][NH2:27])[C:22](=[O:28])[C:21]3[C:16](=[CH:17][CH:18]=[CH:19][C:20]=3[Cl:29])[N:15]=2)[CH3:13])[N:3]=1.Cl[C:31]1[N:36]=[CH:35][CH:34]=[CH:33][N:32]=1, predict the reaction product. The product is: [NH2:1][C:2]1[N:7]=[C:6]([NH2:8])[C:5]([C:9]#[N:10])=[C:4]([NH:11][C@H:12]([C:14]2[N:23]([CH2:24][CH2:25][CH2:26][NH:27][C:31]3[N:36]=[CH:35][CH:34]=[CH:33][N:32]=3)[C:22](=[O:28])[C:21]3[C:16](=[CH:17][CH:18]=[CH:19][C:20]=3[Cl:29])[N:15]=2)[CH3:13])[N:3]=1. (3) Given the reactants [C:1]([C:3]1[CH:4]=[N:5][C:6]([CH:12]([F:14])[F:13])=[C:7]([CH:11]=1)[C:8]([NH2:10])=[O:9])#[N:2].C(Cl)(=O)[C:16](Cl)=[O:17], predict the reaction product. The product is: [C:1]([C:3]1[CH:4]=[N:5][C:6]([CH:12]([F:14])[F:13])=[C:7]([CH:11]=1)[C:8]([N:10]=[C:16]=[O:17])=[O:9])#[N:2]. (4) Given the reactants [C:1]([NH:4][C:5]1[CH:10]=[CH:9][C:8]([S:11](C2C=CC([N+]([O-])=O)=C(Cl)C=2)(=[O:13])=[O:12])=[CH:7][CH:6]=1)(=[O:3])[CH3:2].O.[ClH:25], predict the reaction product. The product is: [C:1]([NH:4][C:5]1[CH:6]=[CH:7][C:8]([S:11]([NH:4][C:5]2[CH:10]=[CH:9][CH:8]=[CH:7][C:6]=2[Cl:25])(=[O:12])=[O:13])=[CH:9][CH:10]=1)(=[O:3])[CH3:2]. (5) Given the reactants [OH:1][C:2]1[C:11]2[C:6](=[CH:7][C:8]([NH:12][C:13](=[O:47])[NH:14][C:15]3[CH:24]=[CH:23][C:22]4[C:17](=[CH:18][C:19]([S:26]([NH:29][C:30]5[CH:35]=[CH:34][CH:33]=[C:32]([S:36]([O:39]C6C=CC(C)=CC=6)(=[O:38])=[O:37])[CH:31]=5)(=[O:28])=[O:27])=[CH:20][C:21]=4[OH:25])[CH:16]=3)=[CH:9][CH:10]=2)[CH:5]=[C:4]([S:48]([NH:51][C:52]2[CH:53]=[C:54]([S:58]([O:61]C3C=CC(C)=CC=3)(=[O:60])=[O:59])[CH:55]=[CH:56][CH:57]=2)(=[O:50])=[O:49])[CH:3]=1.[Na+].[Na+].S(C1C=C(NS(C2C=C3C(C=CC(NC(NC4C=C5C(C=CC(S([O-])(=O)=O)=C5)=CC=4)=O)=C3)=CC=2)(=O)=O)C=CC=1)(O)(=O)=O.S(C1C=C(NS(C2C=C3C(C=CC(NC(NC4C=C5C(C=CC(S([O-])(=O)=O)=C5)=CC=4)=O)=C3)=CC=2)(=O)=O)C=CC=1)(O)(=O)=O, predict the reaction product. The product is: [OH:1][C:2]1[C:11]2[C:6](=[CH:7][C:8]([NH:12][C:13](=[O:47])[NH:14][C:15]3[CH:24]=[CH:23][C:22]4[C:17](=[CH:18][C:19]([S:26]([NH:29][C:30]5[CH:35]=[CH:34][CH:33]=[C:32]([S:36]([OH:39])(=[O:37])=[O:38])[CH:31]=5)(=[O:28])=[O:27])=[CH:20][C:21]=4[OH:25])[CH:16]=3)=[CH:9][CH:10]=2)[CH:5]=[C:4]([S:48]([NH:51][C:52]2[CH:53]=[C:54]([S:58]([OH:61])(=[O:60])=[O:59])[CH:55]=[CH:56][CH:57]=2)(=[O:50])=[O:49])[CH:3]=1. (6) Given the reactants [NH2:1][C@H:2]1[CH2:7][CH2:6][C@H:5]([NH2:8])[CH2:4][CH2:3]1.Cl[C:10]1[NH:11][C:12]([NH:19][CH2:20][C:21]2[CH:26]=[CH:25][C:24]([F:27])=[CH:23][CH:22]=2)=[C:13]2[C:17]([N:18]=1)=[N:16][CH:15]=[N:14]2, predict the reaction product. The product is: [NH2:1][C@H:2]1[CH2:7][CH2:6][C@H:5]([NH:8][C:10]2[NH:11][C:12]([NH:19][CH2:20][C:21]3[CH:26]=[CH:25][C:24]([F:27])=[CH:23][CH:22]=3)=[C:13]3[C:17]([N:18]=2)=[N:16][CH:15]=[N:14]3)[CH2:4][CH2:3]1. (7) Given the reactants [C:1]([O:5][C:6]([N:8]1[CH2:13][CH2:12][CH2:11][C@@H:10]([OH:14])[CH2:9]1)=[O:7])([CH3:4])([CH3:3])[CH3:2].ClC(Cl)(Cl)[C:17]([N:19]=C=O)=[O:18], predict the reaction product. The product is: [C:1]([O:5][C:6]([N:8]1[CH2:13][CH2:12][CH2:11][C@@H:10]([O:14][C:17]([NH2:19])=[O:18])[CH2:9]1)=[O:7])([CH3:4])([CH3:2])[CH3:3].